From a dataset of Reaction yield outcomes from USPTO patents with 853,638 reactions. Predict the reaction yield, written as a fraction of the theoretical maximum amount of product (1.0 means a 100% yield; for example, 0.34 means a 34% yield). (1) The reactants are [OH:1][C:2]1[CH:3]=[CH:4][C:5]2[C:9]([CH2:10][CH2:11][C:12]([O:14][CH2:15][CH3:16])=[O:13])=[CH:8][S:7][C:6]=2[CH:17]=1.[H-].[Na+].CS(O[CH2:25][CH2:26][C:27]1[CH:32]=[CH:31][CH:30]=[C:29]([NH:33][CH3:34])[N:28]=1)(=O)=O. The catalyst is CN(C=O)C. The product is [CH3:34][NH:33][C:29]1[N:28]=[C:27]([CH2:26][CH2:25][O:1][C:2]2[CH:3]=[CH:4][C:5]3[C:9]([CH2:10][CH2:11][C:12]([O:14][CH2:15][CH3:16])=[O:13])=[CH:8][S:7][C:6]=3[CH:17]=2)[CH:32]=[CH:31][CH:30]=1. The yield is 0.0400. (2) The reactants are Cl.[F:2][C:3]1[CH:8]=[CH:7][C:6]([CH:9]([OH:23])[CH:10]([NH2:22])[CH2:11][C:12]2[CH:17]=[CH:16][C:15]([C:18]([F:21])([F:20])[F:19])=[CH:14][CH:13]=2)=[CH:5][CH:4]=1.[F:24][C:25]1[CH:33]=[CH:32][C:28]([C:29](Cl)=[O:30])=[CH:27][CH:26]=1.C(=O)([O-])O.[Na+]. The catalyst is C(OCC)(=O)C.O. The product is [F:24][C:25]1[CH:33]=[CH:32][C:28]([C:29]([NH:22][CH:10]([CH2:11][C:12]2[CH:17]=[CH:16][C:15]([C:18]([F:21])([F:20])[F:19])=[CH:14][CH:13]=2)[CH:9]([C:6]2[CH:5]=[CH:4][C:3]([F:2])=[CH:8][CH:7]=2)[OH:23])=[O:30])=[CH:27][CH:26]=1. The yield is 0.730. (3) The reactants are [S:1]1[CH:5]=[CH:4][C:3]([CH:6]2[O:10][CH2:9][CH2:8][O:7]2)=[CH:2]1.CCCCCC.C([Li])CCC.Cl[Si:23]([CH3:26])([CH3:25])[CH3:24].CN(C)[CH:29]=[O:30].[Cl-].[NH4+]. The catalyst is O1CCCC1. The product is [O:7]1[CH2:8][CH2:9][O:10][CH:6]1[C:3]1[CH:4]=[C:5]([CH:29]=[O:30])[S:1][C:2]=1[Si:23]([CH3:26])([CH3:25])[CH3:24]. The yield is 0.980. (4) The reactants are [CH3:1][NH:2][CH2:3][CH2:4][O:5][CH2:6][CH2:7][O:8][CH2:9][CH2:10][OH:11].[C:20](O[C:20]([O:22][C:23]([CH3:26])([CH3:25])[CH3:24])=[O:21])([O:22][C:23]([CH3:26])([CH3:25])[CH3:24])=[O:21].C(=O)([O-])[O-].[K+].[K+].Cl. The catalyst is C1COCC1.O. The product is [C:23]([O:22][C:20](=[O:21])[N:2]([CH2:3][CH2:4][O:5][CH2:6][CH2:7][O:8][CH2:9][CH2:10][OH:11])[CH3:1])([CH3:24])([CH3:25])[CH3:26]. The yield is 0.420. (5) The reactants are [Cl:1][C:2]1[CH:7]=[CH:6][C:5]([C:8]2[C:12]([C:13](O)=[O:14])=[CH:11][O:10][N:9]=2)=[CH:4][CH:3]=1.C(N(CC)CC)C.C(OC(Cl)=O)C.[BH4-].[Na+]. The catalyst is C1COCC1.O.[OH-].[Na+]. The product is [Cl:1][C:2]1[CH:3]=[CH:4][C:5]([C:8]2[C:12]([CH2:13][OH:14])=[CH:11][O:10][N:9]=2)=[CH:6][CH:7]=1. The yield is 0.460. (6) The reactants are Cl[C:2]1[N:7]=[CH:6][N:5]=[C:4]([NH:8][C:9]2[CH:14]=[CH:13][CH:12]=[C:11]([NH:15][CH3:16])[N:10]=2)[CH:3]=1.[O:17]([C:24]1[CH:30]=[CH:29][C:27]([NH2:28])=[CH:26][CH:25]=1)[C:18]1[CH:23]=[CH:22][CH:21]=[CH:20][CH:19]=1. The catalyst is Cl.C(O)CCC. The product is [CH3:16][NH:15][C:11]1[N:10]=[C:9]([NH:8][C:4]2[CH:3]=[C:2]([NH:28][C:27]3[CH:26]=[CH:25][C:24]([O:17][C:18]4[CH:23]=[CH:22][CH:21]=[CH:20][CH:19]=4)=[CH:30][CH:29]=3)[N:7]=[CH:6][N:5]=2)[CH:14]=[CH:13][CH:12]=1. The yield is 0.410.